This data is from Reaction yield outcomes from USPTO patents with 853,638 reactions. The task is: Predict the reaction yield, written as a fraction of the theoretical maximum amount of product (1.0 means a 100% yield; for example, 0.34 means a 34% yield). (1) The reactants are [CH:1]([N:4]1[C:8]([C:9]2[N:18]=[C:17]3[N:11]([CH2:12][CH2:13][O:14][C:15]4[CH:22]=[C:21]([C:23]5[CH2:28][CH2:27][NH:26][CH2:25][C:24]=5[C:29]([NH2:31])=[O:30])[CH:20]=[CH:19][C:16]=43)[CH:10]=2)=[N:7][CH:6]=[N:5]1)([CH3:3])[CH3:2].C=O.[C:34](O[BH-](OC(=O)C)OC(=O)C)(=O)C.[Na+].C(O)(=O)C.C(=O)([O-])O.[Na+]. The catalyst is C(Cl)Cl.CO. The product is [CH:1]([N:4]1[C:8]([C:9]2[N:18]=[C:17]3[C:16]4[CH:19]=[CH:20][C:21]([C:23]5[CH2:28][CH2:27][N:26]([CH3:34])[CH2:25][C:24]=5[C:29]([NH2:31])=[O:30])=[CH:22][C:15]=4[O:14][CH2:13][CH2:12][N:11]3[CH:10]=2)=[N:7][CH:6]=[N:5]1)([CH3:3])[CH3:2]. The yield is 0.620. (2) The reactants are [Cl-].[CH2:2]([N+:9]1[CH:14]=[CH:13][C:12]([CH3:15])=[CH:11][CH:10]=1)[C:3]1[CH:8]=[CH:7][CH:6]=[CH:5][CH:4]=1.[BH4-].[Na+]. The catalyst is C(O)C.O. The product is [CH2:2]([N:9]1[CH2:10][CH:11]=[C:12]([CH3:15])[CH2:13][CH2:14]1)[C:3]1[CH:8]=[CH:7][CH:6]=[CH:5][CH:4]=1. The yield is 1.00. (3) The reactants are [F:1][C:2]([F:17])([F:16])[C:3]1[CH:8]=[CH:7][C:6]([C:9]2[N:10]=[CH:11][C:12]([NH2:15])=[N:13][CH:14]=2)=[CH:5][CH:4]=1.CN(C1C=CC=CN=1)C.[C:27](O[C:27]([O:29][C:30]([CH3:33])([CH3:32])[CH3:31])=[O:28])([O:29][C:30]([CH3:33])([CH3:32])[CH3:31])=[O:28]. The catalyst is C(#N)C.C(O)(=O)CC(CC(O)=O)(C(O)=O)O.O. The product is [C:30]([O:29][C:27](=[O:28])[NH:15][C:12]1[CH:11]=[N:10][C:9]([C:6]2[CH:5]=[CH:4][C:3]([C:2]([F:1])([F:16])[F:17])=[CH:8][CH:7]=2)=[CH:14][N:13]=1)([CH3:33])([CH3:32])[CH3:31]. The yield is 0.503. (4) The reactants are [O-]P([O-])([O-])=O.[K+].[K+].[K+].[NH:9]1[CH2:13][CH2:12][NH:11][C:10]1=[O:14].I[C:16]1[CH:17]=[C:18]([O:22][CH3:23])[CH:19]=[CH:20][CH:21]=1.CNCCNC. The catalyst is [Cu]I.CN(C=O)C. The product is [CH3:23][O:22][C:18]1[CH:17]=[C:16]([N:9]2[CH2:13][CH2:12][NH:11][C:10]2=[O:14])[CH:21]=[CH:20][CH:19]=1. The yield is 0.750. (5) The reactants are [Cl:1][C:2]1[CH:7]=[CH:6][C:5]([C:8]#[C:9][C:10]2[C:15]([F:16])=[CH:14][C:13]([F:17])=[CH:12][C:11]=2[F:18])=[CH:4][C:3]=1[NH:19][NH:20][C:21]([O:23][CH3:24])=[O:22].[H][H]. The catalyst is C1COCC1.O=[Pt]=O. The product is [Cl:1][C:2]1[CH:7]=[CH:6][C:5]([CH2:8][CH2:9][C:10]2[C:15]([F:16])=[CH:14][C:13]([F:17])=[CH:12][C:11]=2[F:18])=[CH:4][C:3]=1[NH:19][NH:20][C:21]([O:23][CH3:24])=[O:22]. The yield is 0.159. (6) The reactants are C(OC([N:8]1[CH2:13][CH2:12][N:11]([C:14]2[CH:19]=[CH:18][C:17]([NH:20][C:21]([C:23]3[O:24][C:25]4[C:30]([C:31](=[O:33])[CH:32]=3)=[CH:29][CH:28]=[CH:27][C:26]=4[N:34]3[CH2:39][CH2:38][N:37]([CH3:40])[CH2:36][CH2:35]3)=[O:22])=[CH:16][CH:15]=2)[CH2:10][CH2:9]1)=O)(C)(C)C. The catalyst is C(OCC)(=O)C. The product is [N:11]1([C:14]2[CH:19]=[CH:18][C:17]([NH:20][C:21]([C:23]3[O:24][C:25]4[C:30]([C:31](=[O:33])[CH:32]=3)=[CH:29][CH:28]=[CH:27][C:26]=4[N:34]3[CH2:35][CH2:36][N:37]([CH3:40])[CH2:38][CH2:39]3)=[O:22])=[CH:16][CH:15]=2)[CH2:12][CH2:13][NH:8][CH2:9][CH2:10]1. The yield is 0.760. (7) The reactants are [CH3:1][N:2]1[C:7](=[O:8])[C:6]2[C:9]([C:30]3[CH:35]=[CH:34][CH:33]=[CH:32][CH:31]=3)=[C:10]([C:12]3[CH:17]=[CH:16][C:15]([C:18]4([NH:22][C:23](=[O:29])[O:24][C:25]([CH3:28])([CH3:27])[CH3:26])[CH2:21][CH2:20][CH2:19]4)=[CH:14][CH:13]=3)[O:11][C:5]=2[N:4]=[C:3]1S(C)(=O)=O.[NH:40]1[CH2:45][CH2:44][NH:43][CH2:42][C:41]1=[O:46].C(O)(C(F)(F)F)=O.CCN(C(C)C)C(C)C. The catalyst is C1COCC1.CCOC(C)=O.C([O-])(O)=O.[Na+]. The product is [CH3:1][N:2]1[C:7](=[O:8])[C:6]2[C:9]([C:30]3[CH:35]=[CH:34][CH:33]=[CH:32][CH:31]=3)=[C:10]([C:12]3[CH:17]=[CH:16][C:15]([C:18]4([NH:22][C:23](=[O:29])[O:24][C:25]([CH3:28])([CH3:27])[CH3:26])[CH2:21][CH2:20][CH2:19]4)=[CH:14][CH:13]=3)[O:11][C:5]=2[N:4]=[C:3]1[N:43]1[CH2:44][CH2:45][NH:40][C:41](=[O:46])[CH2:42]1. The yield is 0.140. (8) The reactants are [C:1]12([NH:9][CH2:8][C:7]3[CH:10]=[CH:11][C:12]([C:14]([O:16][CH3:17])=[O:15])=[CH:13][C:6]=3[O:5][CH2:4]1)[CH2:3][CH2:2]2.N1C=CC=CC=1.[O:24]1[CH2:29][CH2:28][CH:27]([C:30](Cl)=[O:31])[CH2:26][CH2:25]1. The catalyst is C(Cl)Cl. The product is [O:24]1[CH2:29][CH2:28][CH:27]([C:30]([N:9]2[C:1]3([CH2:2][CH2:3]3)[CH2:4][O:5][C:6]3[CH:13]=[C:12]([C:14]([O:16][CH3:17])=[O:15])[CH:11]=[CH:10][C:7]=3[CH2:8]2)=[O:31])[CH2:26][CH2:25]1. The yield is 0.310. (9) The yield is 0.790. The reactants are C(OC([NH:8][C@H:9]([C:18]([O:20][CH3:21])=[O:19])[CH2:10][C:11]1[CH:16]=[CH:15][C:14]([OH:17])=[CH:13][CH:12]=1)=O)(C)(C)C.C1(P(C2C=CC=CC=2)C2C=CC=CC=2)C=CC=CC=1.[N:41]1[C:50]2[NH:49][CH2:48][CH2:47][CH2:46][C:45]=2[CH:44]=[CH:43][C:42]=1[CH2:51][CH2:52]O.C1CCN(C(N=NC(N2CCCCC2)=O)=O)CC1.C1(P(=O)(C2C=CC=CC=2)C2C=CC=CC=2)C=CC=CC=1. The product is [N:41]1[C:50]2[NH:49][CH2:48][CH2:47][CH2:46][C:45]=2[CH:44]=[CH:43][C:42]=1[CH2:51][CH2:52][O:17][C:14]1[CH:13]=[CH:12][C:11]([CH2:10][C@@H:9]([C:18]([O:20][CH3:21])=[O:19])[NH2:8])=[CH:16][CH:15]=1. The catalyst is C(Cl)Cl.C(O)(C(F)(F)F)=O. (10) The reactants are [Cl:1][C:2]1[CH:7]=[CH:6][N:5]=[C:4]([C:8]([OH:10])=O)[CH:3]=1.[CH3:11][O:12][C:13](=[O:29])[C@@H:14]([NH2:28])[CH2:15][C:16]1[CH:21]=[CH:20][C:19]([C:22]2[CH:27]=[CH:26][CH:25]=[CH:24][CH:23]=2)=[CH:18][CH:17]=1. No catalyst specified. The product is [CH3:11][O:12][C:13](=[O:29])[C@@H:14]([NH:28][C:8]([C:4]1[CH:3]=[C:2]([Cl:1])[CH:7]=[CH:6][N:5]=1)=[O:10])[CH2:15][C:16]1[CH:21]=[CH:20][C:19]([C:22]2[CH:27]=[CH:26][CH:25]=[CH:24][CH:23]=2)=[CH:18][CH:17]=1. The yield is 0.850.